Binary Classification. Given a drug SMILES string, predict its activity (active/inactive) in a high-throughput screening assay against a specified biological target. From a dataset of HIV replication inhibition screening data with 41,000+ compounds from the AIDS Antiviral Screen. (1) The molecule is O=C(Nc1ccc(Cl)cc1)Nc1ccc(Cl)c(C(F)(F)F)c1. The result is 0 (inactive). (2) The drug is COc1ccc(C2=Nc3ccccc3N=C(SC)C2)cc1. The result is 0 (inactive). (3) The compound is CC1=NN(c2ccccc2)C(=O)C1=CNC(=S)C(N)=S. The result is 0 (inactive). (4) The drug is O=C1CC(=O)O[Pt-2]2(NC3CCCCC3N2)O1. The result is 0 (inactive). (5) The molecule is C=C1C(=O)C23C(O)CC4C(C)(C)CCC(O)C4(COC(C)=O)C2CCC1C3O. The result is 0 (inactive). (6) The molecule is CC(C)=Nn1cnc2c1=NC(C)(C)NC=2C(N)=O. The result is 0 (inactive). (7) The molecule is C=CCN1C(=O)CC(=O)N(NC2=NNC3(C(=O)N2)c2ccccc2-c2ccccc23)C1=S. The result is 0 (inactive).